The task is: Binary Classification. Given a drug SMILES string, predict its activity (active/inactive) in a high-throughput screening assay against a specified biological target.. This data is from HIV replication inhibition screening data with 41,000+ compounds from the AIDS Antiviral Screen. (1) The compound is COC(=O)C(C#N)=C1NC(=O)CC(c2ccccc2)C1C#N. The result is 0 (inactive). (2) The drug is Cc1cccc(C(C)C)c1NC(=O)CC1Sc2ccccc2NC1=O. The result is 0 (inactive). (3) The drug is O=c1c2c(nc3[nH]ccn13)CCC2. The result is 0 (inactive). (4) The molecule is CCC1CC2CN3CCc4c([nH]c5cc(OC)ccc45)C(C(=O)OC)(C2)C13. The result is 0 (inactive). (5) The molecule is CC1(C)CC(C)(C)C1=NNC(N)=O. The result is 0 (inactive).